Dataset: Forward reaction prediction with 1.9M reactions from USPTO patents (1976-2016). Task: Predict the product of the given reaction. Given the reactants [Br:1]/[CH:2]=[C:3]1\[CH2:4][CH2:5][CH2:6][C@@:7]2([CH3:15])[C@H:11]\1[CH2:10][CH2:9][C@@H:8]2[C:12](=[O:14])[CH3:13].C([BH-](C(CC)C)C(CC)C)(CC)C.[Li+].[OH-].[Na+].OO, predict the reaction product. The product is: [Br:1]/[CH:2]=[C:3]1\[CH2:4][CH2:5][CH2:6][C@@:7]2([CH3:15])[C@H:11]\1[CH2:10][CH2:9][C@@H:8]2[C@H:12]([OH:14])[CH3:13].